This data is from Full USPTO retrosynthesis dataset with 1.9M reactions from patents (1976-2016). The task is: Predict the reactants needed to synthesize the given product. Given the product [CH:5]1([CH2:4][N:26]2[CH2:27][CH2:28][N:24]([C:16]3[S:17][C:18]([C:19]([O:21][CH2:22][CH3:23])=[O:20])=[C:14]([CH3:13])[N:15]=3)[C:25]2=[O:29])[CH2:3][CH2:2]1, predict the reactants needed to synthesize it. The reactants are: Br[CH2:2][CH:3]1[CH2:5][C:4]1(F)F.C1(CBr)CC1.[CH3:13][C:14]1[N:15]=[C:16]([N:24]2[CH2:28][CH2:27][NH:26][C:25]2=[O:29])[S:17][C:18]=1[C:19]([O:21][CH2:22][CH3:23])=[O:20].